From a dataset of Forward reaction prediction with 1.9M reactions from USPTO patents (1976-2016). Predict the product of the given reaction. Given the reactants Cl[C:2](Cl)([O:4]C(=O)OC(Cl)(Cl)Cl)Cl.[Cl:13][C:14]1[C:15]([NH:27][NH2:28])=[N:16][CH:17]=[CH:18][C:19]=1[C:20]1[CH:25]=[CH:24][C:23]([CH3:26])=[CH:22][CH:21]=1, predict the reaction product. The product is: [Cl:13][C:14]1[C:15]2[N:16]([C:2](=[O:4])[NH:28][N:27]=2)[CH:17]=[CH:18][C:19]=1[C:20]1[CH:21]=[CH:22][C:23]([CH3:26])=[CH:24][CH:25]=1.